Dataset: Full USPTO retrosynthesis dataset with 1.9M reactions from patents (1976-2016). Task: Predict the reactants needed to synthesize the given product. (1) Given the product [F:8][C:9]([F:19])([F:20])[O:10][C:11]1[CH:12]=[C:13]([CH:16]=[CH:17][CH:18]=1)[CH2:14][NH:15][CH:2]1[CH2:7][CH2:6][O:5][CH2:4][CH2:3]1, predict the reactants needed to synthesize it. The reactants are: O=[C:2]1[CH:7]=[CH:6][O:5][CH:4]=[CH:3]1.[F:8][C:9]([F:20])([F:19])[O:10][C:11]1[CH:12]=[C:13]([CH:16]=[CH:17][CH:18]=1)[CH2:14][NH2:15].C(O[BH-](OC(=O)C)OC(=O)C)(=O)C.[Na+].[OH-].[Na+]. (2) Given the product [Br:1][C:2]1[CH:7]=[CH:6][C:5]([CH2:8][CH2:9][NH:15][CH3:14])=[C:4]([CH2:11][CH3:12])[CH:3]=1, predict the reactants needed to synthesize it. The reactants are: [Br:1][C:2]1[CH:7]=[CH:6][C:5]([CH2:8][CH2:9]O)=[C:4]([CH2:11][CH3:12])[CH:3]=1.C[CH2:14][N:15](CC)CC. (3) Given the product [I:1][C:2]1[N:3]=[C:4]2[N:5]([CH2:7][CH2:8][C:9]3[CH:10]=[CH:11][CH:12]=[CH:13][C:14]=3[CH:15]2[O:16][CH2:22][CH:20]2[CH2:21][N:18]([CH3:17])[CH2:19]2)[CH:6]=1, predict the reactants needed to synthesize it. The reactants are: [I:1][C:2]1[N:3]=[C:4]([CH:15]=[O:16])[N:5]([CH2:7][CH2:8][C:9]2[CH:14]=[CH:13][CH:12]=[CH:11][CH:10]=2)[CH:6]=1.[CH3:17][N:18]1[CH2:21][CH:20]([CH2:22]O)[CH2:19]1. (4) Given the product [NH2:22][C:18]1[CH:17]=[C:16]([CH:11]2[C:10]([CH3:23])([CH3:24])[CH2:9][C:8]3[C:13](=[CH:14][CH:15]=[C:6]([C:4]([OH:5])=[O:3])[CH:7]=3)[NH:12]2)[CH:21]=[CH:20][CH:19]=1, predict the reactants needed to synthesize it. The reactants are: C([O:3][C:4]([C:6]1[CH:7]=[C:8]2[C:13](=[CH:14][CH:15]=1)[NH:12][CH:11]([C:16]1[CH:21]=[CH:20][CH:19]=[C:18]([NH2:22])[CH:17]=1)[C:10]([CH3:24])([CH3:23])[CH2:9]2)=[O:5])C.Cl. (5) Given the product [F:20][C:21]([F:31])([F:32])[C:22]1[CH:30]=[CH:29][CH:28]=[CH:27][C:23]=1[C:24]([N:3]1[CH2:4][C@H:5]2[C@H:1]([CH2:6]2)[C@H:2]1[CH2:7][NH:8][C:9]([C:11]1[CH:12]=[CH:13][CH:14]=[C:15]2[O:19][CH:18]=[CH:17][C:16]=12)=[O:10])=[O:25], predict the reactants needed to synthesize it. The reactants are: [C@H:1]12[CH2:6][C@H:5]1[CH2:4][NH:3][C@@H:2]2[CH2:7][NH:8][C:9]([C:11]1[CH:12]=[CH:13][CH:14]=[C:15]2[O:19][CH:18]=[CH:17][C:16]=12)=[O:10].[F:20][C:21]([F:32])([F:31])[C:22]1[CH:30]=[CH:29][CH:28]=[CH:27][C:23]=1[C:24](O)=[O:25]. (6) The reactants are: [OH:1][CH:2]1[CH2:5][C:4]2([CH2:10][CH2:9][N:8](C(OCC3C=CC=CC=3)=O)[CH2:7][CH2:6]2)[CH2:3]1.[BrH:21].[CH2:22]([O:24]CC)[CH3:23]. Given the product [BrH:21].[C:22]([O:1][CH:2]1[CH2:3][C:4]2([CH2:6][CH2:7][NH:8][CH2:9][CH2:10]2)[CH2:5]1)(=[O:24])[CH3:23], predict the reactants needed to synthesize it. (7) Given the product [C:26]([C:25]1[CH:24]=[CH:23][C:22]([CH2:21][N:12]([CH2:13][C:14]2[CH:19]=[CH:18][C:17]([F:20])=[CH:16][CH:15]=2)[S:9]([C:4]2[CH:5]=[C:6]([Cl:8])[CH:7]=[C:2]([Cl:1])[C:3]=2[OH:34])(=[O:11])=[O:10])=[CH:33][CH:32]=1)(=[O:27])[C:35]1[CH:40]=[CH:39][CH:38]=[CH:37][CH:36]=1, predict the reactants needed to synthesize it. The reactants are: [Cl:1][C:2]1[C:3]([OH:34])=[C:4]([S:9]([N:12]([CH2:21][C:22]2[CH:33]=[CH:32][C:25]([C:26](N(OC)C)=[O:27])=[CH:24][CH:23]=2)[CH2:13][C:14]2[CH:19]=[CH:18][C:17]([F:20])=[CH:16][CH:15]=2)(=[O:11])=[O:10])[CH:5]=[C:6]([Cl:8])[CH:7]=1.[C:35]1([Mg]Br)[CH:40]=[CH:39][CH:38]=[CH:37][CH:36]=1. (8) Given the product [CH2:1]([C:5]1[N:6]=[C:7]([CH3:27])[N:8]([CH2:67][C:64]2[CH:65]=[N:66][C:61]([O:60][CH3:59])=[CH:62][CH:63]=2)[C:9](=[O:26])[C:10]=1[CH2:11][C:12]1[CH:17]=[CH:16][C:15]([C:18]2[C:19]([C:24]#[N:25])=[CH:20][CH:21]=[CH:22][CH:23]=2)=[CH:14][CH:13]=1)[CH2:2][CH2:3][CH3:4], predict the reactants needed to synthesize it. The reactants are: [CH2:1]([C:5]1[N:6]=[C:7]([CH3:27])[NH:8][C:9](=[O:26])[C:10]=1[CH2:11][C:12]1[CH:17]=[CH:16][C:15]([C:18]2[C:19]([C:24]#[N:25])=[CH:20][CH:21]=[CH:22][CH:23]=2)=[CH:14][CH:13]=1)[CH2:2][CH2:3][CH3:4].N(C(N1CCCCC1)=O)=NC(N1CCCCC1)=O.C(P(CCCC)CCCC)CCC.[CH3:59][O:60][C:61]1[N:66]=[CH:65][C:64]([CH2:67]O)=[CH:63][CH:62]=1. (9) Given the product [CH2:33]([NH:40][C:13](=[O:15])[CH2:12][C:9]1[CH:10]=[CH:11][C:6]([Si:5]([C:1]([CH3:3])([CH3:4])[CH3:2])([C:17]([CH3:18])([CH3:19])[CH3:20])[OH:16])=[CH:7][CH:8]=1)[C:34]1[CH:39]=[CH:38][CH:37]=[CH:36][CH:35]=1, predict the reactants needed to synthesize it. The reactants are: [C:1]([Si:5]([C:17]([CH3:20])([CH3:19])[CH3:18])([OH:16])[C:6]1[CH:11]=[CH:10][C:9]([CH2:12][C:13]([OH:15])=O)=[CH:8][CH:7]=1)([CH3:4])([CH3:3])[CH3:2].Cl.CN(C)CCCN=C=NCC.[CH2:33]([NH2:40])[C:34]1[CH:39]=[CH:38][CH:37]=[CH:36][CH:35]=1. (10) Given the product [C:26]([CH:28]([C:30]1[CH:31]=[C:32]([CH:36]=[CH:37][CH:38]=1)[C:33]([NH:1][C:2]1[CH:7]=[CH:6][CH:5]=[C:4]([C:8]#[C:9][C:10]2[CH:11]=[N:12][C:13]([NH:16][CH2:17][CH2:18][CH2:19][N:20]3[CH2:21][CH2:22][O:23][CH2:24][CH2:25]3)=[N:14][CH:15]=2)[CH:3]=1)=[O:34])[CH3:29])#[N:27], predict the reactants needed to synthesize it. The reactants are: [NH2:1][C:2]1[CH:3]=[C:4]([C:8]#[C:9][C:10]2[CH:11]=[N:12][C:13]([NH:16][CH2:17][CH2:18][CH2:19][N:20]3[CH2:25][CH2:24][O:23][CH2:22][CH2:21]3)=[N:14][CH:15]=2)[CH:5]=[CH:6][CH:7]=1.[C:26]([CH:28]([C:30]1[CH:31]=[C:32]([CH:36]=[CH:37][CH:38]=1)[C:33](O)=[O:34])[CH3:29])#[N:27].